This data is from Full USPTO retrosynthesis dataset with 1.9M reactions from patents (1976-2016). The task is: Predict the reactants needed to synthesize the given product. (1) Given the product [CH2:21]([O:23][C@@H:24]([CH2:30][C:31]1[CH:32]=[CH:33][C:34]([O:19][CH2:18]/[CH:17]=[C:16](/[C:13]2[CH:12]=[CH:11][C:10]([C:7]3[CH:8]=[CH:9][C:4]([CH:1]([CH3:3])[CH3:2])=[CH:5][CH:6]=3)=[CH:15][CH:14]=2)\[CH3:20])=[CH:35][CH:36]=1)[C:25]([O:27][CH2:28][CH3:29])=[O:26])[CH3:22], predict the reactants needed to synthesize it. The reactants are: [CH:1]([C:4]1[CH:9]=[CH:8][C:7]([C:10]2[CH:15]=[CH:14][C:13](/[C:16](/[CH3:20])=[CH:17]/[CH2:18][OH:19])=[CH:12][CH:11]=2)=[CH:6][CH:5]=1)([CH3:3])[CH3:2].[CH2:21]([O:23][C@@H:24]([CH2:30][C:31]1[CH:36]=[CH:35][C:34](O)=[CH:33][CH:32]=1)[C:25]([O:27][CH2:28][CH3:29])=[O:26])[CH3:22]. (2) Given the product [CH3:12][C:13]1[C:14]([CH2:20][NH:11][CH:9]2[C:10]3[N:1]=[CH:2][CH:3]=[CH:4][C:5]=3[CH2:6][CH2:7][CH2:8]2)=[N:15][CH:16]=[C:17]([CH3:19])[CH:18]=1, predict the reactants needed to synthesize it. The reactants are: [N:1]1[C:10]2[CH:9]([NH2:11])[CH2:8][CH2:7][CH2:6][C:5]=2[CH:4]=[CH:3][CH:2]=1.[CH3:12][C:13]1[C:14]([CH:20]=O)=[N:15][CH:16]=[C:17]([CH3:19])[CH:18]=1.[BH-](OC(C)=O)(OC(C)=O)OC(C)=O.[Na+]. (3) Given the product [CH3:12][O:13][C:14]1[CH:19]=[CH:18][CH:17]=[CH:16][C:15]=1[C:2]1[C:11]2[C:6](=[CH:7][CH:8]=[CH:9][CH:10]=2)[CH:5]=[N:4][CH:3]=1, predict the reactants needed to synthesize it. The reactants are: Br[C:2]1[C:11]2[C:6](=[CH:7][CH:8]=[CH:9][CH:10]=2)[CH:5]=[N:4][CH:3]=1.[CH3:12][O:13][C:14]1[CH:19]=[CH:18][CH:17]=[CH:16][C:15]=1B(O)O.C([O-])([O-])=O.[K+].[K+]. (4) Given the product [OH:11][CH2:10][CH2:9][CH2:8][CH2:7][CH2:6][C:5]([NH:3][CH2:2][CH2:1][NH:4][C:10]([CH2:9][CH2:8][CH2:7][CH2:6][CH2:5][OH:12])=[O:11])=[O:12], predict the reactants needed to synthesize it. The reactants are: [CH2:1]([NH2:4])[CH2:2][NH2:3].[C:5]1(=[O:12])[O:11][CH2:10][CH2:9][CH2:8][CH2:7][CH2:6]1. (5) Given the product [C:77]([O:5][C:3](=[O:4])[NH:69][CH2:66][CH2:67][C:13]([NH:14][CH2:15][CH2:16][C:17]([NH:19][CH2:20][CH2:21][CH2:22][N:23]([C@H:36]1[CH2:60][CH2:59][C@@:58]2([CH3:61])[C:38](=[CH:39][CH2:40][C@@H:41]3[C@@H:57]2[CH2:56][CH2:55][C@@:54]2([CH3:62])[C@H:42]3[CH2:43][CH2:44][C@@H:45]2[C@H:46]([CH3:53])[CH2:47][CH2:48][CH2:49][CH:50]([CH3:52])[CH3:51])[CH2:37]1)[S:24]([C:27]1[CH:32]=[CH:31][CH:30]=[CH:29][C:28]=1[N+:33]([O-:35])=[O:34])(=[O:26])=[O:25])=[O:18])=[O:63])([CH3:76])([CH3:79])[CH3:82], predict the reactants needed to synthesize it. The reactants are: FC(F)(F)[C:3]([OH:5])=[O:4].C(O[C:13](=[O:63])[NH:14][CH2:15][CH2:16][C:17]([NH:19][CH2:20][CH2:21][CH2:22][N:23]([C@H:36]1[CH2:60][CH2:59][C@@:58]2([CH3:61])[C:38](=[CH:39][CH2:40][C@@H:41]3[C@@H:57]2[CH2:56][CH2:55][C@@:54]2([CH3:62])[C@H:42]3[CH2:43][CH2:44][C@@H:45]2[C@H:46]([CH3:53])[CH2:47][CH2:48][CH2:49][CH:50]([CH3:52])[CH3:51])[CH2:37]1)[S:24]([C:27]1[CH:32]=[CH:31][CH:30]=[CH:29][C:28]=1[N+:33]([O-:35])=[O:34])(=[O:26])=[O:25])=[O:18])(C)(C)C.[OH-].[Na+].[CH:66]([N:69](C(C)C)CC)(C)[CH3:67].C(O)(=O)[CH2:76][C:77]([CH2:82]C(O)=O)([C:79](O)=O)O. (6) Given the product [OH:17][CH2:16][CH2:15][CH2:14][NH:13][C:4](=[O:11])[C:5]1[CH:10]=[CH:9][CH:8]=[CH:7][C:6]=1[NH2:1], predict the reactants needed to synthesize it. The reactants are: [NH:1]1[C:6]2[CH:7]=[CH:8][CH:9]=[CH:10][C:5]=2[C:4](=[O:11])OC1=O.[NH2:13][CH2:14][CH2:15][CH2:16][OH:17]. (7) Given the product [ClH:19].[F:17][C:14]1[CH:15]=[CH:16][C:11]([O:10][CH2:9][CH2:8][NH2:7])=[CH:12][CH:13]=1, predict the reactants needed to synthesize it. The reactants are: C(OC(=O)[NH:7][CH2:8][CH2:9][O:10][C:11]1[CH:16]=[CH:15][C:14]([F:17])=[CH:13][CH:12]=1)(C)(C)C.[ClH:19]. (8) Given the product [CH:11]1([C:15]2[CH:20]=[CH:19][C:18]([C:2]3[CH:3]=[C:4]4[CH2:10][CH2:9][NH:8][C:5]4=[N:6][CH:7]=3)=[C:17]([F:24])[C:16]=2[O:25][CH3:26])[CH2:12][CH2:13][CH2:14]1, predict the reactants needed to synthesize it. The reactants are: Br[C:2]1[CH:3]=[C:4]2[CH2:10][CH2:9][NH:8][C:5]2=[N:6][CH:7]=1.[CH:11]1([C:15]2[CH:20]=[CH:19][C:18](B(O)O)=[C:17]([F:24])[C:16]=2[O:25][CH3:26])[CH2:14][CH2:13][CH2:12]1.C(=O)([O-])[O-].[K+].[K+].N#N. (9) The reactants are: [CH3:1][C:2]1[S:6][C:5]([CH2:7][N:8]2[C:13]3[CH:14]=[C:15]([C:17]4[CH:22]=[CH:21][CH:20]=[CH:19][CH:18]=4)[S:16][C:12]=3[C:11](=[O:23])[N:10]([CH:24]3[CH2:29][CH2:28][N:27](C(OC(C)(C)C)=O)[CH2:26][CH2:25]3)[C:9]2=[O:37])=[N:4][CH:3]=1.[ClH:38]. Given the product [ClH:38].[CH3:1][C:2]1[S:6][C:5]([CH2:7][N:8]2[C:13]3[CH:14]=[C:15]([C:17]4[CH:18]=[CH:19][CH:20]=[CH:21][CH:22]=4)[S:16][C:12]=3[C:11](=[O:23])[N:10]([CH:24]3[CH2:29][CH2:28][NH:27][CH2:26][CH2:25]3)[C:9]2=[O:37])=[N:4][CH:3]=1, predict the reactants needed to synthesize it.